The task is: Predict the reaction yield, written as a fraction of the theoretical maximum amount of product (1.0 means a 100% yield; for example, 0.34 means a 34% yield).. This data is from Reaction yield outcomes from USPTO patents with 853,638 reactions. (1) The reactants are [CH3:1][O:2][C:3]1[CH:4]=[C:5]2[C:11]([C:12]([O:14][CH3:15])=[O:13])=[N:10][NH:9][C:6]2=[CH:7][N:8]=1.[I:16][C:17]1[CH:18]=[C:19](B(O)O)[CH:20]=[CH:21][CH:22]=1. No catalyst specified. The product is [I:16][C:17]1[CH:22]=[C:21]([N:9]2[C:6]3=[CH:7][N:8]=[C:3]([O:2][CH3:1])[CH:4]=[C:5]3[C:11]([C:12]([O:14][CH3:15])=[O:13])=[N:10]2)[CH:20]=[CH:19][CH:18]=1. The yield is 0.0800. (2) The reactants are [N:1]([C@@H:4]1[CH2:8][C@@H:7]([CH2:9][OH:10])[C@@H:6]([O:11][Si:12]([C:15]([CH3:18])([CH3:17])[CH3:16])([CH3:14])[CH3:13])[CH2:5]1)=[N+]=[N-].CCOC(C)=O. The catalyst is [Pd]. The product is [NH2:1][C@@H:4]1[CH2:8][C@@H:7]([CH2:9][OH:10])[C@@H:6]([O:11][Si:12]([C:15]([CH3:18])([CH3:17])[CH3:16])([CH3:13])[CH3:14])[CH2:5]1. The yield is 0.875. (3) The reactants are [OH:1][C:2]1[CH:7]=[CH:6][C:5]([C:8]2[O:17][C:12]3=[N:13][CH:14]=[CH:15][CH:16]=[C:11]3[C:10](=[O:18])[CH:9]=2)=[CH:4][CH:3]=1.Cl[CH2:20][CH2:21][OH:22]. The catalyst is CCO.C(#N)C. The product is [OH:22][CH2:21][CH2:20][O:1][C:2]1[CH:3]=[CH:4][C:5]([C:8]2[O:17][C:12]3=[N:13][CH:14]=[CH:15][CH:16]=[C:11]3[C:10](=[O:18])[CH:9]=2)=[CH:6][CH:7]=1. The yield is 0.320. (4) The reactants are [CH3:1][N:2]([CH2:4][C:5]1[CH:6]=[C:7]([NH:11]CC2C=CC(OC)=CC=2)[CH:8]=[N:9][CH:10]=1)[CH3:3]. The catalyst is C(O)(C(F)(F)F)=O. The product is [CH3:3][N:2]([CH2:4][C:5]1[CH:6]=[C:7]([NH2:11])[CH:8]=[N:9][CH:10]=1)[CH3:1]. The yield is 0.520.